From a dataset of Peptide-MHC class II binding affinity with 134,281 pairs from IEDB. Regression. Given a peptide amino acid sequence and an MHC pseudo amino acid sequence, predict their binding affinity value. This is MHC class II binding data. The peptide sequence is FFGQNTAAIAATEAQ. The MHC is DRB1_1501 with pseudo-sequence DRB1_1501. The binding affinity (normalized) is 0.0946.